The task is: Predict the reactants needed to synthesize the given product.. This data is from Full USPTO retrosynthesis dataset with 1.9M reactions from patents (1976-2016). (1) Given the product [F:14][C:4]1[CH:3]=[C:2]([CH:7]=[CH:6][C:5]=1[N:8]1[CH:12]=[N:11][C:10]([CH3:13])=[N:9]1)[C:24]#[N:25], predict the reactants needed to synthesize it. The reactants are: Br[C:2]1[CH:7]=[CH:6][C:5]([N:8]2[CH:12]=[N:11][C:10]([CH3:13])=[N:9]2)=[C:4]([F:14])[CH:3]=1.C(=O)([O-])[O-].[K+].[K+].C(O)C.[CH3:24][N:25](C=O)C. (2) Given the product [CH3:1][N:2]([CH2:3][CH2:4][C:5]#[C:6][C:7]1[CH:12]=[CH:11][CH:10]=[CH:9][N:8]=1)[C:13](=[O:20])[C:14]1[CH:19]=[CH:18][CH:17]=[CH:16][CH:15]=1, predict the reactants needed to synthesize it. The reactants are: [CH3:1][NH:2][CH2:3][CH2:4][C:5]#[C:6][C:7]1[CH:12]=[CH:11][CH:10]=[CH:9][N:8]=1.[C:13](Cl)(=[O:20])[C:14]1[CH:19]=[CH:18][CH:17]=[CH:16][CH:15]=1. (3) Given the product [F:27][C:4]1[CH:5]=[C:6]2[C:11](=[C:2]([CH3:36])[CH:3]=1)[N:10]=[CH:9][C:8]([CH:12]([NH:14][S:15]([C:17]([CH3:18])([CH3:20])[CH3:19])=[O:16])[CH3:13])=[C:7]2[C:21]1[CH:26]=[CH:25][CH:24]=[CH:23][N:22]=1, predict the reactants needed to synthesize it. The reactants are: Cl[C:2]1[CH:3]=[C:4]([F:27])[CH:5]=[C:6]2[C:11]=1[N:10]=[CH:9][C:8]([CH:12]([NH:14][S:15]([C:17]([CH3:20])([CH3:19])[CH3:18])=[O:16])[CH3:13])=[C:7]2[C:21]1[CH:26]=[CH:25][CH:24]=[CH:23][N:22]=1.P([O-])([O-])([O-])=O.[K+].[K+].[K+].[CH3:36]B1OC(=O)CN(C)CC(=O)O1.C1(P(C2CCCCC2)C2C=CC=CC=2C2C(C(C)C)=CC(C(C)C)=CC=2C(C)C)CCCCC1. (4) The reactants are: [C:1]([O:9][CH2:10][CH2:11][CH2:12][CH2:13][CH2:14]O)(=[O:8])[C:2]1[CH:7]=[CH:6][CH:5]=[CH:4][CH:3]=1.[C:16]([N:24]1[C:29](=[O:30])[CH:28]=[CH:27][NH:26][C:25]1=[O:31])(=[O:23])[C:17]1[CH:22]=[CH:21][CH:20]=[CH:19][CH:18]=1. Given the product [C:16]([N:24]1[C:29](=[O:30])[CH:28]=[CH:27][N:26]([CH2:14][CH2:13][CH2:12][CH2:11][CH2:10][O:9][C:1](=[O:8])[C:2]2[CH:3]=[CH:4][CH:5]=[CH:6][CH:7]=2)[C:25]1=[O:31])(=[O:23])[C:17]1[CH:18]=[CH:19][CH:20]=[CH:21][CH:22]=1, predict the reactants needed to synthesize it. (5) Given the product [F:9][C:8]([F:11])([F:10])[C:6]1[CH:7]=[C:2]([B:12]([OH:16])[OH:13])[CH:3]=[N:4][CH:5]=1, predict the reactants needed to synthesize it. The reactants are: Br[C:2]1[CH:3]=[N:4][CH:5]=[C:6]([C:8]([F:11])([F:10])[F:9])[CH:7]=1.[B:12](OCC)([O:16]CC)[O:13]CC.[Li]CCCC.Cl. (6) Given the product [CH3:45][C@@H:43]1[CH2:42][N:41]([C:46]2[CH:47]=[CH:48][C:49]3[N:55]4[CH2:56][C@H:52]([CH2:53][CH2:54]4)[N:51]([C:10]([NH:31][C:21]4[CH:22]=[N:23][CH:24]=[CH:25][N:20]=4)=[O:9])[C:50]=3[N:57]=2)[CH2:40][C@@H:39]([CH3:38])[O:44]1, predict the reactants needed to synthesize it. The reactants are: P(N=[N+]=[N-])(=O)([O:9][C:10]1C=CC=CC=1)OC1C=CC=CC=1.[N:20]1[CH:25]=[CH:24][N:23]=[CH:22][C:21]=1C(O)=O.CC[N:31](C(C)C)C(C)C.[CH3:38][C@H:39]1[O:44][C@H:43]([CH3:45])[CH2:42][N:41]([C:46]2[CH:47]=[CH:48][C:49]3[N:55]4[CH2:56][C@H:52]([CH2:53][CH2:54]4)[NH:51][C:50]=3[N:57]=2)[CH2:40]1.